Dataset: Peptide-MHC class II binding affinity with 134,281 pairs from IEDB. Task: Regression. Given a peptide amino acid sequence and an MHC pseudo amino acid sequence, predict their binding affinity value. This is MHC class II binding data. (1) The peptide sequence is RWLLIEILKASKSML. The MHC is DRB1_0901 with pseudo-sequence DRB1_0901. The binding affinity (normalized) is 0.539. (2) The peptide sequence is NYLALLVKYVNGDGD. The MHC is HLA-DPA10103-DPB10401 with pseudo-sequence HLA-DPA10103-DPB10401. The binding affinity (normalized) is 0.162. (3) The peptide sequence is AAPTAGTTVYGAFAA. The MHC is HLA-DPA10103-DPB10401 with pseudo-sequence HLA-DPA10103-DPB10401. The binding affinity (normalized) is 0.109.